Dataset: Full USPTO retrosynthesis dataset with 1.9M reactions from patents (1976-2016). Task: Predict the reactants needed to synthesize the given product. (1) The reactants are: [CH2:1]([O:8][C:9](=[O:41])[CH2:10][C:11]1([C:16]([NH:18][CH:19]([CH2:28][C:29]2[CH:34]=[CH:33][C:32]([C:35]3[CH:40]=[CH:39][CH:38]=[CH:37][CH:36]=3)=[CH:31][CH:30]=2)[CH2:20][C:21]([O:23]C(C)(C)C)=[O:22])=[O:17])[CH2:15][CH2:14][CH2:13][CH2:12]1)[C:2]1[CH:7]=[CH:6][CH:5]=[CH:4][CH:3]=1.C(O)(C(F)(F)F)=O. Given the product [CH2:1]([O:8][C:9](=[O:41])[CH2:10][C:11]1([C:16]([NH:18][CH:19]([CH2:28][C:29]2[CH:30]=[CH:31][C:32]([C:35]3[CH:40]=[CH:39][CH:38]=[CH:37][CH:36]=3)=[CH:33][CH:34]=2)[CH2:20][C:21]([OH:23])=[O:22])=[O:17])[CH2:15][CH2:14][CH2:13][CH2:12]1)[C:2]1[CH:7]=[CH:6][CH:5]=[CH:4][CH:3]=1, predict the reactants needed to synthesize it. (2) Given the product [Br:19][C:15]1[CH:14]=[C:13]([C:8]2([C:9]([F:12])([F:11])[F:10])[NH:20][C:4](=[O:3])[CH2:5][O:6][CH2:7]2)[CH:18]=[CH:17][CH:16]=1, predict the reactants needed to synthesize it. The reactants are: C([O:3][C:4](=O)[CH2:5][O:6][CH2:7][C:8]([NH2:20])([C:13]1[CH:18]=[CH:17][CH:16]=[C:15]([Br:19])[CH:14]=1)[C:9]([F:12])([F:11])[F:10])C.